This data is from Merck oncology drug combination screen with 23,052 pairs across 39 cell lines. The task is: Regression. Given two drug SMILES strings and cell line genomic features, predict the synergy score measuring deviation from expected non-interaction effect. (1) Drug 1: O=S1(=O)NC2(CN1CC(F)(F)F)C1CCC2Cc2cc(C=CCN3CCC(C(F)(F)F)CC3)ccc2C1. Drug 2: Cc1nc(Nc2ncc(C(=O)Nc3c(C)cccc3Cl)s2)cc(N2CCN(CCO)CC2)n1. Cell line: MDAMB436. Synergy scores: synergy=25.6. (2) Drug 1: O=C(O)C1(Cc2cccc(Nc3nccs3)n2)CCC(Oc2cccc(Cl)c2F)CC1. Drug 2: COC1CC2CCC(C)C(O)(O2)C(=O)C(=O)N2CCCCC2C(=O)OC(C(C)CC2CCC(OP(C)(C)=O)C(OC)C2)CC(=O)C(C)C=C(C)C(O)C(OC)C(=O)C(C)CC(C)C=CC=CC=C1C. Cell line: UACC62. Synergy scores: synergy=24.4.